This data is from Peptide-MHC class I binding affinity with 185,985 pairs from IEDB/IMGT. The task is: Regression. Given a peptide amino acid sequence and an MHC pseudo amino acid sequence, predict their binding affinity value. This is MHC class I binding data. (1) The peptide sequence is NQLLARPFL. The MHC is H-2-Kb with pseudo-sequence H-2-Kb. The binding affinity (normalized) is 0.0436. (2) The peptide sequence is SRFPEALRL. The MHC is Mamu-B1001 with pseudo-sequence Mamu-B1001. The binding affinity (normalized) is 0.574.